Dataset: Full USPTO retrosynthesis dataset with 1.9M reactions from patents (1976-2016). Task: Predict the reactants needed to synthesize the given product. (1) The reactants are: Cl[C:2]1[N:7]=[C:6]([NH:8][C:9]2[CH:17]=[C:16]3[C:12]([CH:13]=[CH:14][NH:15]3)=[CH:11][CH:10]=2)[C:5]([F:18])=[CH:4][N:3]=1.[CH3:19][NH:20][C:21]([C:23]1[CH:24]=[C:25]([CH:27]=[CH:28][CH:29]=1)[NH2:26])=[O:22]. Given the product [F:18][C:5]1[C:6]([NH:8][C:9]2[CH:17]=[C:16]3[C:12]([CH:13]=[CH:14][NH:15]3)=[CH:11][CH:10]=2)=[N:7][C:2]([NH:26][C:25]2[CH:27]=[CH:28][CH:29]=[C:23]([C:21]([NH:20][CH3:19])=[O:22])[CH:24]=2)=[N:3][CH:4]=1, predict the reactants needed to synthesize it. (2) Given the product [F:1][C:2]1[C:10]([F:11])=[CH:9][CH:8]=[CH:7][C:3]=1[C:4]([N:14]([O:15][CH3:16])[CH3:13])=[O:5], predict the reactants needed to synthesize it. The reactants are: [F:1][C:2]1[C:10]([F:11])=[CH:9][CH:8]=[CH:7][C:3]=1[C:4](O)=[O:5].Cl.[CH3:13][NH:14][O:15][CH3:16].C(Cl)(=O)C(Cl)=O. (3) The reactants are: [CH2:1]([O:3][C:4](=[O:31])[CH2:5][O:6][C:7]1[CH:12]=[CH:11][C:10]([NH:13][CH2:14][C:15]2[S:19][C:18]([C:20]3[CH:25]=[CH:24][C:23]([C:26]([F:29])([F:28])[F:27])=[CH:22][CH:21]=3)=[N:17][C:16]=2[CH3:30])=[CH:9][CH:8]=1)[CH3:2].[CH2:32]=O. Given the product [CH2:1]([O:3][C:4](=[O:31])[CH2:5][O:6][C:7]1[CH:12]=[CH:11][C:10]([N:13]([CH3:32])[CH2:14][C:15]2[S:19][C:18]([C:20]3[CH:21]=[CH:22][C:23]([C:26]([F:29])([F:27])[F:28])=[CH:24][CH:25]=3)=[N:17][C:16]=2[CH3:30])=[CH:9][CH:8]=1)[CH3:2], predict the reactants needed to synthesize it. (4) Given the product [C:1]([O:5][C:6]([NH:8][C@H:9]([C:11]([NH:29][C:30]1[CH:31]=[C:32]([CH:37]=[CH:38][C:39]=1[OH:40])[C:33]([O:35][CH3:36])=[O:34])=[O:13])[CH3:10])=[O:7])([CH3:2])([CH3:3])[CH3:4], predict the reactants needed to synthesize it. The reactants are: [C:1]([O:5][C:6]([NH:8][CH:9]([C:11]([OH:13])=O)[CH3:10])=[O:7])([CH3:4])([CH3:3])[CH3:2].C(N(CC)CC)C.C(Cl)(=O)OCC(C)C.[NH2:29][C:30]1[CH:31]=[C:32]([CH:37]=[CH:38][C:39]=1[OH:40])[C:33]([O:35][CH3:36])=[O:34]. (5) Given the product [F:19][C:20]1[C:21]([NH:30][C:31]([NH:1][C:2]2[CH:18]=[CH:17][CH:16]=[C:4]([O:5][C:6]3[CH:11]=[CH:10][N:9]=[C:8]4[NH:12][C:13](=[O:15])[NH:14][C:7]=34)[CH:3]=2)=[O:32])=[CH:22][C:23]([C:26]([F:27])([F:28])[F:29])=[CH:24][CH:25]=1, predict the reactants needed to synthesize it. The reactants are: [NH2:1][C:2]1[CH:3]=[C:4]([CH:16]=[CH:17][CH:18]=1)[O:5][C:6]1[CH:11]=[CH:10][N:9]=[C:8]2[NH:12][C:13](=[O:15])[NH:14][C:7]=12.[F:19][C:20]1[CH:25]=[CH:24][C:23]([C:26]([F:29])([F:28])[F:27])=[CH:22][C:21]=1[N:30]=[C:31]=[O:32].